From a dataset of Full USPTO retrosynthesis dataset with 1.9M reactions from patents (1976-2016). Predict the reactants needed to synthesize the given product. (1) Given the product [N:26]1[CH:27]=[CH:22][CH:23]=[C:24]([C:5]2[CH:6]=[C:7]3[CH:8]=[CH:9][NH:10][C:11]3=[N:12][CH:13]=2)[CH:25]=1, predict the reactants needed to synthesize it. The reactants are: B(O)O.Br[C:5]1[CH:6]=[C:7]2[C:11](=[N:12][CH:13]=1)[NH:10][CH:9]=[CH:8]2.CC1(C)C(C)(C)OB([C:22]2[CH:23]=[C:24]3C=CN[C:25]3=[N:26][CH:27]=2)O1.N1C2C(=CC=CC=2)C=N1. (2) Given the product [Br:8][C:9]1[CH:10]=[N:11][C:12]([O:5][CH:1]2[CH2:4][CH2:3][CH2:2]2)=[N:13][CH:14]=1, predict the reactants needed to synthesize it. The reactants are: [CH:1]1([OH:5])[CH2:4][CH2:3][CH2:2]1.[H-].[Na+].[Br:8][C:9]1[CH:10]=[N:11][C:12](Cl)=[N:13][CH:14]=1. (3) Given the product [CH3:21][C:22]1[CH:23]=[C:24]([C:28]2[O:29][C:30]([CH3:35])=[C:31]([CH2:33][O:1][CH:2]3[CH2:7][CH2:6][CH2:5][CH:4]([O:8][CH2:9][C:10]4[CH:19]=[CH:18][CH:17]=[C:16]([CH3:20])[C:11]=4[C:12]([OH:14])=[O:13])[CH2:3]3)[N:32]=2)[CH:25]=[CH:26][CH:27]=1, predict the reactants needed to synthesize it. The reactants are: [OH:1][CH:2]1[CH2:7][CH2:6][CH2:5][CH:4]([O:8][CH2:9][C:10]2[CH:19]=[CH:18][CH:17]=[C:16]([CH3:20])[C:11]=2[C:12]([O:14]C)=[O:13])[CH2:3]1.[CH3:21][C:22]1[CH:23]=[C:24]([C:28]2[O:29][C:30]([CH3:35])=[C:31]([CH2:33]I)[N:32]=2)[CH:25]=[CH:26][CH:27]=1. (4) Given the product [CH2:35]([O:42][C@@H:43]1[C@H:48]([O:49][CH2:50][C:51]2[CH:56]=[CH:55][CH:54]=[CH:53][CH:52]=2)[C@@H:47]([O:57][CH2:58][C:59]2[CH:60]=[CH:61][CH:62]=[CH:63][CH:64]=2)[C@@H:46]([CH2:65][O:66][CH2:67][C:68]2[CH:69]=[CH:70][CH:71]=[CH:72][CH:73]=2)[O:45][C:44]1([C:13]1[C:22]2[C:17](=[CH:18][CH:19]=[CH:20][CH:21]=2)[CH:16]=[C:15]([CH2:23][C:24]2[S:28][C:27]3[CH:29]=[CH:30][C:31]([CH2:33][CH3:34])=[CH:32][C:26]=3[CH:25]=2)[CH:14]=1)[OH:74])[C:36]1[CH:41]=[CH:40][CH:39]=[CH:38][CH:37]=1, predict the reactants needed to synthesize it. The reactants are: CCCCCC.C([Li])CCC.Br[C:13]1[C:22]2[C:17](=[CH:18][CH:19]=[CH:20][CH:21]=2)[CH:16]=[C:15]([CH2:23][C:24]2[S:28][C:27]3[CH:29]=[CH:30][C:31]([CH2:33][CH3:34])=[CH:32][C:26]=3[CH:25]=2)[CH:14]=1.[CH2:35]([O:42][CH:43]1[CH:48]([O:49][CH2:50][C:51]2[CH:56]=[CH:55][CH:54]=[CH:53][CH:52]=2)[CH:47]([O:57][CH2:58][C:59]2[CH:64]=[CH:63][CH:62]=[CH:61][CH:60]=2)[CH:46]([CH2:65][O:66][CH2:67][C:68]2[CH:73]=[CH:72][CH:71]=[CH:70][CH:69]=2)[O:45][C:44]1=[O:74])[C:36]1[CH:41]=[CH:40][CH:39]=[CH:38][CH:37]=1.[Cl-].[NH4+]. (5) The reactants are: Cl[C:2]1[CH:7]=[C:6]([Cl:8])[N:5]=[CH:4][N:3]=1.[C:9]([O:13][C:14]([N:16]1[CH:20]=[CH:19][CH:18]=[C:17]1B(O)O)=[O:15])([CH3:12])([CH3:11])[CH3:10].C([O-])([O-])=O.[Na+].[Na+]. Given the product [Cl:8][C:6]1[N:5]=[CH:4][N:3]=[C:2]([C:17]2[N:16]([C:14]([O:13][C:9]([CH3:12])([CH3:11])[CH3:10])=[O:15])[CH:20]=[CH:19][CH:18]=2)[CH:7]=1, predict the reactants needed to synthesize it. (6) Given the product [Cl:1][C:2]1[CH:7]=[C:6]([Cl:8])[CH:5]=[CH:4][C:3]=1[C:9]1[N:10]=[C:11]([CH2:30][CH3:31])[C:12]([NH:17][C@@H:18]2[C:26]3[C:21](=[CH:22][CH:23]=[CH:24][CH:25]=3)[CH2:20][C@@H:19]2[O:27][CH2:28][CH2:29][CH3:33])=[N:13][C:14]=1[CH2:15][CH3:16], predict the reactants needed to synthesize it. The reactants are: [Cl:1][C:2]1[CH:7]=[C:6]([Cl:8])[CH:5]=[CH:4][C:3]=1[C:9]1[N:10]=[C:11]([CH2:30][CH3:31])[C:12]([NH:17][C@@H:18]2[C:26]3[C:21](=[CH:22][CH:23]=[CH:24][CH:25]=3)[CH2:20][C@@H:19]2[O:27][CH2:28][CH3:29])=[N:13][C:14]=1[CH2:15][CH3:16].I[CH2:33]CC.